This data is from Catalyst prediction with 721,799 reactions and 888 catalyst types from USPTO. The task is: Predict which catalyst facilitates the given reaction. (1) Reactant: [Cl:1][C:2]1[CH:7]=[CH:6][CH:5]=[CH:4][C:3]=1[C:8]1[S:12][C:11]([C:13]([N:15]2[CH2:20][CH2:19][C:18]([C:24]3[CH:29]=[CH:28][CH:27]=[CH:26][CH:25]=3)([C:21]([NH2:23])=[O:22])[CH2:17][CH2:16]2)=[O:14])=[CH:10][C:9]=1[C:30]1[CH:35]=[CH:34][C:33]([O:36][CH2:37][CH2:38][CH2:39][O:40]C2CCCCO2)=[CH:32][CH:31]=1.Cl. Product: [Cl:1][C:2]1[CH:7]=[CH:6][CH:5]=[CH:4][C:3]=1[C:8]1[S:12][C:11]([C:13]([N:15]2[CH2:20][CH2:19][C:18]([C:24]3[CH:29]=[CH:28][CH:27]=[CH:26][CH:25]=3)([C:21]([NH2:23])=[O:22])[CH2:17][CH2:16]2)=[O:14])=[CH:10][C:9]=1[C:30]1[CH:35]=[CH:34][C:33]([O:36][CH2:37][CH2:38][CH2:39][OH:40])=[CH:32][CH:31]=1. The catalyst class is: 5. (2) Reactant: [CH3:1][O:2][C:3]1[CH:8]=[CH:7][N:6]=[CH:5][C:4]=1[C:9]1[NH:10][C:11]2[C:16]([CH:17]=1)=[CH:15][C:14]([C:18]#[N:19])=[CH:13][CH:12]=2.[H-].[Na+].IC.[C:24]([O-])(O)=O.[Na+]. Product: [CH3:1][O:2][C:3]1[CH:8]=[CH:7][N:6]=[CH:5][C:4]=1[C:9]1[N:10]([CH3:24])[C:11]2[C:16]([CH:17]=1)=[CH:15][C:14]([C:18]#[N:19])=[CH:13][CH:12]=2. The catalyst class is: 3. (3) Reactant: [CH3:1][C:2]1[NH:3][C:4]2[C:9]([CH:10]=1)=[C:8]([O:11][CH2:12][CH:13]([OH:35])[CH2:14][N:15]1[CH2:22][CH:21]3[N:23]([C:25]4[CH:34]=[CH:33][C:32]5[C:27](=[CH:28][CH:29]=[CH:30][CH:31]=5)[CH:26]=4)[CH2:24][CH:16]1[CH2:17][CH:18]=[CH:19][CH2:20]3)[CH:7]=[CH:6][CH:5]=2. Product: [CH3:1][C:2]1[NH:3][C:4]2[C:9]([CH:10]=1)=[C:8]([O:11][CH2:12][CH:13]([OH:35])[CH2:14][N:15]1[CH2:22][CH:21]3[N:23]([CH:25]4[CH2:34][CH2:33][C:32]5[C:27](=[CH:28][CH:29]=[CH:30][CH:31]=5)[CH2:26]4)[CH2:24][CH:16]1[CH2:17][CH2:18][CH2:19][CH2:20]3)[CH:7]=[CH:6][CH:5]=2. The catalyst class is: 43. (4) Reactant: [F:1][C:2]([F:41])([F:40])[C:3]1[CH:4]=[C:5]([CH:33]=[C:34]([C:36]([F:39])([F:38])[F:37])[CH:35]=1)[CH2:6][N:7]([C:27]1[N:28]=[N:29][N:30]([CH3:32])[N:31]=1)[C@H:8]1[CH2:14][CH2:13][CH2:12][N:11]([CH2:15][CH2:16][OH:17])[C:10]2[CH:18]=[C:19]([C:23]([F:26])([F:25])[F:24])[C:20]([CH3:22])=[CH:21][C:9]1=2.N1C=CC=CC=1.[C:48](Cl)(=[O:50])[CH3:49]. Product: [F:37][C:36]([F:39])([F:38])[C:34]1[CH:33]=[C:5]([CH:4]=[C:3]([C:2]([F:40])([F:1])[F:41])[CH:35]=1)[CH2:6][N:7]([C:27]1[N:28]=[N:29][N:30]([CH3:32])[N:31]=1)[C@H:8]1[CH2:14][CH2:13][CH2:12][N:11]([CH2:15][CH2:16][O:17][C:48](=[O:50])[CH3:49])[C:10]2[CH:18]=[C:19]([C:23]([F:24])([F:25])[F:26])[C:20]([CH3:22])=[CH:21][C:9]1=2. The catalyst class is: 4. (5) Reactant: Br[C:2]1[S:3][C:4]([C:7]([O:9][CH2:10][CH3:11])=[O:8])=[CH:5][N:6]=1.[NH:12]1[CH2:17][CH2:16][NH:15][CH2:14][O:13]1.[CH2:18](N(CC)CC)C. Product: [O:13]=[C:14]1[NH:15][CH2:16][CH2:17][N:12]([C:2]2[S:3][C:4]([C:7]([O:9][CH2:10][CH3:11])=[O:8])=[CH:5][N:6]=2)[CH2:18]1. The catalyst class is: 655. (6) Reactant: [CH2:1]([O:5][C:6]([C:8]1[N:9]=[CH:10][C:11]2[C:16]([C:17]=1[OH:18])=[CH:15][CH:14]=[C:13]([O:19][C:20]1[CH:25]=[CH:24][C:23]([O:26][CH3:27])=[CH:22][CH:21]=1)[CH:12]=2)=[O:7])CCC.C[O-].[Na+].CO.Cl. Product: [CH3:1][O:5][C:6]([C:8]1[N:9]=[CH:10][C:11]2[C:16]([C:17]=1[OH:18])=[CH:15][CH:14]=[C:13]([O:19][C:20]1[CH:25]=[CH:24][C:23]([O:26][CH3:27])=[CH:22][CH:21]=1)[CH:12]=2)=[O:7]. The catalyst class is: 18. (7) Reactant: [OH:1][C:2]1[C:9]([CH2:10][CH3:11])=[C:8]([O:12][CH3:13])[CH:7]=[CH:6][C:3]=1[CH:4]=O.[C:14](OCC)(=[O:21])[CH2:15][C:16]([O:18][CH2:19][CH3:20])=[O:17].N1CCCCC1. Product: [CH2:19]([O:18][C:16]([C:15]1[C:14](=[O:21])[O:1][C:2]2[C:3]([CH:4]=1)=[CH:6][CH:7]=[C:8]([O:12][CH3:13])[C:9]=2[CH2:10][CH3:11])=[O:17])[CH3:20]. The catalyst class is: 8.